From a dataset of Catalyst prediction with 721,799 reactions and 888 catalyst types from USPTO. Predict which catalyst facilitates the given reaction. (1) Reactant: [CH:1]([N:4]1[C:8]([C:9]2[CH:14]=[CH:13][N:12]=[C:11]([NH:15][C:16]3[CH:21]=[CH:20][C:19](SC)=[CH:18][N:17]=3)[N:10]=2)=[CH:7][N:6]=[C:5]1[CH3:24])([CH3:3])[CH3:2].[S:25]([O-:30])(O[O-])(=O)=[O:26].[K+].[K+].S(=O)(O)[O-].[Na+].[CH3:38]O. Product: [CH:1]([N:4]1[C:8]([C:9]2[CH:14]=[CH:13][N:12]=[C:11]([NH:15][C:16]3[CH:21]=[CH:20][C:19]([S:25]([CH3:38])(=[O:30])=[O:26])=[CH:18][N:17]=3)[N:10]=2)=[CH:7][N:6]=[C:5]1[CH3:24])([CH3:3])[CH3:2]. The catalyst class is: 95. (2) Reactant: [CH2:1]([NH:5][C:6]1[CH:7]=[CH:8][C:9]2[N:10]([C:12]([C:15]3[CH:23]=[CH:22][C:18]([C:19](O)=[O:20])=[CH:17][CH:16]=3)=[CH:13][N:14]=2)[N:11]=1)[CH2:2][CH2:3][CH3:4].[NH:24]1[CH2:29][CH2:28][CH:27]([NH:30][C:31](=[O:37])[O:32][C:33]([CH3:36])([CH3:35])[CH3:34])[CH2:26][CH2:25]1.C(N=C=NCCCN(C)C)C. Product: [C:33]([O:32][C:31](=[O:37])[NH:30][CH:27]1[CH2:26][CH2:25][N:24]([C:19](=[O:20])[C:18]2[CH:17]=[CH:16][C:15]([C:12]3[N:10]4[N:11]=[C:6]([NH:5][CH2:1][CH2:2][CH2:3][CH3:4])[CH:7]=[CH:8][C:9]4=[N:14][CH:13]=3)=[CH:23][CH:22]=2)[CH2:29][CH2:28]1)([CH3:34])([CH3:36])[CH3:35]. The catalyst class is: 4. (3) Reactant: C(Cl)(=O)C(Cl)=O.CS(C)=O.[OH:11][CH2:12][C@H:13]([NH:15][C:16](=[O:22])[O:17][C:18]([CH3:21])([CH3:20])[CH3:19])[CH3:14].C(N(CC)CC)C. Product: [O:11]=[CH:12][C@H:13]([NH:15][C:16](=[O:22])[O:17][C:18]([CH3:21])([CH3:20])[CH3:19])[CH3:14]. The catalyst class is: 2. (4) Reactant: [F:1][C:2]1[CH:3]=[C:4]([C:9]2[C:10]([C:19](N(OC)C)=[O:20])=[CH:11][CH:12]=[C:13]3[C:18]=2[N:17]=[CH:16][CH:15]=[CH:14]3)[CH:5]=[C:6]([F:8])[CH:7]=1.[CH3:25][Mg]Br. Product: [F:1][C:2]1[CH:3]=[C:4]([C:9]2[C:10]([C:19](=[O:20])[CH3:25])=[CH:11][CH:12]=[C:13]3[C:18]=2[N:17]=[CH:16][CH:15]=[CH:14]3)[CH:5]=[C:6]([F:8])[CH:7]=1. The catalyst class is: 7.